Dataset: Catalyst prediction with 721,799 reactions and 888 catalyst types from USPTO. Task: Predict which catalyst facilitates the given reaction. (1) Reactant: [NH2:1][C:2]1[C:3]([C:7]2[N:11]([C:12]3[CH:17]=[CH:16][C:15]([F:18])=[C:14]([Br:19])[CH:13]=3)[C:10](=[O:20])[O:9][N:8]=2)=[N:4][O:5][N:6]=1.CO[CH:23](OC)[CH2:24][NH:25][S:26]([NH:29][C:30](=[O:36])[O:31][C:32]([CH3:35])([CH3:34])[CH3:33])(=[O:28])=[O:27].FC(F)(F)C(O)=O.C([SiH](CC)CC)C. Product: [Br:19][C:14]1[CH:13]=[C:12]([N:11]2[C:10](=[O:20])[O:9][N:8]=[C:7]2[C:3]2[C:2]([NH:1][CH2:23][CH2:24][NH:25][S:26]([NH:29][C:30](=[O:36])[O:31][C:32]([CH3:35])([CH3:34])[CH3:33])(=[O:27])=[O:28])=[N:6][O:5][N:4]=2)[CH:17]=[CH:16][C:15]=1[F:18]. The catalyst class is: 4. (2) Reactant: [C:1]1(/[CH:7]=[CH:8]/[S:9]([NH:12][C:13]2[CH:18]=[CH:17][CH:16]=[CH:15][C:14]=2[S:19]([NH2:22])(=[O:21])=[O:20])(=[O:11])=[O:10])[CH:6]=[CH:5][CH:4]=[CH:3][CH:2]=1.[H][H]. Product: [CH2:8]([S:9]([NH:12][C:13]1[CH:18]=[CH:17][CH:16]=[CH:15][C:14]=1[S:19]([NH2:22])(=[O:20])=[O:21])(=[O:10])=[O:11])[CH2:7][C:1]1[CH:6]=[CH:5][CH:4]=[CH:3][CH:2]=1. The catalyst class is: 19. (3) Reactant: [NH:1](C(OC(C)(C)C)=O)[C@@H:2]([C:13]([NH:15][C@H:16]([C:32]([O:34][C:35]([CH3:38])([CH3:37])[CH3:36])=[O:33])[CH2:17][CH2:18][CH2:19][CH2:20][NH:21][C:22]([O:24][CH2:25][C:26]1[CH:31]=[CH:30][CH:29]=[CH:28][CH:27]=1)=[O:23])=[O:14])[CH2:3][C:4]1[C:12]2[C:7](=[CH:8][CH:9]=[CH:10][CH:11]=2)[NH:6][CH:5]=1.FC(F)(F)C(O)=O. Product: [NH2:1][C@@H:2]([C:13]([NH:15][C@H:16]([C:32]([O:34][C:35]([CH3:38])([CH3:37])[CH3:36])=[O:33])[CH2:17][CH2:18][CH2:19][CH2:20][NH:21][C:22]([O:24][CH2:25][C:26]1[CH:31]=[CH:30][CH:29]=[CH:28][CH:27]=1)=[O:23])=[O:14])[CH2:3][C:4]1[C:12]2[C:7](=[CH:8][CH:9]=[CH:10][CH:11]=2)[NH:6][CH:5]=1. The catalyst class is: 2. (4) Reactant: [F:1][C:2]1[CH:7]=[CH:6][C:5]([CH:8]([N:31]2[CH2:36][CH2:35][N:34]([CH:37]([CH3:39])[CH3:38])[CH2:33][CH2:32]2)[CH2:9][N:10]2[CH2:15][CH2:14][N:13]([CH2:16][CH2:17][CH2:18][C:19]3[S:23][C:22]([NH2:24])=[N:21][C:20]=3[C:25]3[CH:30]=[CH:29][CH:28]=[CH:27][CH:26]=3)[CH2:12][CH2:11]2)=[CH:4][CH:3]=1.[ClH:40].O1CCOCC1. Product: [ClH:40].[ClH:40].[ClH:40].[ClH:40].[F:1][C:2]1[CH:7]=[CH:6][C:5]([CH:8]([N:31]2[CH2:32][CH2:33][N:34]([CH:37]([CH3:39])[CH3:38])[CH2:35][CH2:36]2)[CH2:9][N:10]2[CH2:11][CH2:12][N:13]([CH2:16][CH2:17][CH2:18][C:19]3[S:23][C:22]([NH2:24])=[N:21][C:20]=3[C:25]3[CH:30]=[CH:29][CH:28]=[CH:27][CH:26]=3)[CH2:14][CH2:15]2)=[CH:4][CH:3]=1. The catalyst class is: 8. (5) Reactant: [CH:1]1([NH:4][C:5](=[O:45])[NH:6][C:7]2[CH:43]=[CH:42][C:10]([O:11][C:12]3[CH:17]=[CH:16][N:15]=[C:14]4[CH:18]=[C:19]([C:21]5[N:26]=[CH:25][C:24]([CH2:27][N:28]6[CH2:33][CH2:32][N:31](C(OC(C)(C)C)=O)[CH2:30][C:29]6=[O:41])=[CH:23][CH:22]=5)[S:20][C:13]=34)=[C:9]([F:44])[CH:8]=2)[CH2:3][CH2:2]1.C(O)(C(F)(F)F)=O. Product: [OH-:11].[NH4+:4].[CH:1]1([NH:4][C:5]([NH:6][C:7]2[CH:43]=[CH:42][C:10]([O:11][C:12]3[CH:17]=[CH:16][N:15]=[C:14]4[CH:18]=[C:19]([C:21]5[CH:22]=[CH:23][C:24]([CH2:27][N:28]6[CH2:33][CH2:32][NH:31][CH2:30][C:29]6=[O:41])=[CH:25][N:26]=5)[S:20][C:13]=34)=[C:9]([F:44])[CH:8]=2)=[O:45])[CH2:2][CH2:3]1. The catalyst class is: 512.